Dataset: Forward reaction prediction with 1.9M reactions from USPTO patents (1976-2016). Task: Predict the product of the given reaction. (1) Given the reactants Br[C:2]1[CH:11]=[C:10]2[C:5]([N:6]=[CH:7][C:8]([N:12]3[CH2:17][CH2:16][CH2:15][CH:14]([N:18]([CH3:20])[CH3:19])[CH2:13]3)=[N:9]2)=[CH:4][CH:3]=1.B1(B2OC(C)(C)C(C)(C)O2)OC(C)(C)C(C)(C)O1.C([O-])(=O)C.[K+].Br[C:45]1[CH:46]=[C:47]([NH:52][S:53]([C:56]2[CH:61]=[CH:60][CH:59]=[CH:58][CH:57]=2)(=[O:55])=[O:54])[C:48]([Cl:51])=[N:49][CH:50]=1.C(=O)([O-])[O-].[K+].[K+], predict the reaction product. The product is: [Cl:51][C:48]1[C:47]([NH:52][S:53]([C:56]2[CH:57]=[CH:58][CH:59]=[CH:60][CH:61]=2)(=[O:55])=[O:54])=[CH:46][C:45]([C:2]2[CH:11]=[C:10]3[C:5](=[CH:4][CH:3]=2)[N:6]=[CH:7][C:8]([N:12]2[CH2:17][CH2:16][CH2:15][CH:14]([N:18]([CH3:20])[CH3:19])[CH2:13]2)=[N:9]3)=[CH:50][N:49]=1. (2) Given the reactants Br[C:2]1[CH:7]=[CH:6][C:5]([C:8]2[NH:13][C:12]3[N:14]([C:19]4[CH:24]=[CH:23][CH:22]=[CH:21][CH:20]=4)[N:15]=[C:16]([CH2:17][CH3:18])[C:11]=3[C:10](=[O:25])[CH:9]=2)=[CH:4][CH:3]=1.C(OC([N:33]1[CH2:38][CH2:37][CH:36]([NH2:39])[CH2:35][CH2:34]1)=O)(C)(C)C.Cl, predict the reaction product. The product is: [CH2:17]([C:16]1[C:11]2[C:10]([OH:25])=[CH:9][C:8]([C:5]3[CH:6]=[CH:7][C:2]([NH:39][CH:36]4[CH2:37][CH2:38][NH:33][CH2:34][CH2:35]4)=[CH:3][CH:4]=3)=[N:13][C:12]=2[N:14]([C:19]2[CH:24]=[CH:23][CH:22]=[CH:21][CH:20]=2)[N:15]=1)[CH3:18]. (3) Given the reactants [N+:1]1([O-])[C:10]2[C:5](=[CH:6][CH:7]=[CH:8][CH:9]=2)[CH:4]=[CH:3][CH:2]=1.[C:12]([O:18]C)(=O)[CH2:13][C:14]([CH3:16])=O.[NH2:20][NH2:21], predict the reaction product. The product is: [CH3:16][C:14]1=[N:20][NH:21][C:12](=[O:18])/[C:13]/1=[C:2]1\[NH:1][C:10]2[C:5]([CH:4]=[CH:3]\1)=[CH:6][CH:7]=[CH:8][CH:9]=2.